Dataset: Forward reaction prediction with 1.9M reactions from USPTO patents (1976-2016). Task: Predict the product of the given reaction. (1) Given the reactants Cl.[CH2:2]([C:4]1[CH:9]=[CH:8][CH:7]=[CH:6][C:5]=1[NH:10][NH2:11])[CH3:3].[OH-].[Na+], predict the reaction product. The product is: [CH2:2]([C:4]1[CH:9]=[CH:8][CH:7]=[CH:6][C:5]=1[N:10]1[C:5]([NH2:10])=[CH:4][C:2]([CH3:3])=[N:11]1)[CH3:3]. (2) Given the reactants [NH2:1][C:2]1[C:7]([C:8]2[O:12][N:11]=[C:10]([C:13](OCC)=[O:14])[CH:9]=2)=[CH:6][CH:5]=[CH:4][N:3]=1.[BH4-].[Na+].Cl.C(=O)(O)[O-].[Na+].[OH-].[Na+], predict the reaction product. The product is: [NH2:1][C:2]1[C:7]([C:8]2[O:12][N:11]=[C:10]([CH2:13][OH:14])[CH:9]=2)=[CH:6][CH:5]=[CH:4][N:3]=1. (3) Given the reactants Cl.[CH3:2][N:3]([CH3:11])[C:4](=[O:10])[C@@H:5]([CH:7]([CH3:9])[CH3:8])[NH2:6].C(N(CC)CC)C.S=[C:20]1[CH2:24][S:23][C:22](=[O:25])[NH:21]1, predict the reaction product. The product is: [CH3:2][N:3]([CH3:11])[C:4](=[O:10])[C@@H:5]([CH:7]([CH3:9])[CH3:8])[NH:6][C:20]1[CH2:24][S:23][C:22](=[O:25])[N:21]=1. (4) Given the reactants C1COCC1.[CH3:6][O:7][C:8]1[CH:9]=[C:10]([CH:20]=[CH:21][C:22]([N:24]2[CH2:28][CH:27]([C:29]3[CH:34]=[CH:33][CH:32]=[CH:31][CH:30]=3)[CH:26](/[CH:35]=[N:36]/O)[CH2:25]2)=[O:23])[CH:11]=[CH:12][C:13]=1[N:14]1[CH:18]=[C:17]([CH3:19])[N:16]=[CH:15]1.C1N=CN(C(N2C=NC=C2)=O)C=1.C(=O)(O)[O-].[Na+], predict the reaction product. The product is: [CH3:6][O:7][C:8]1[CH:9]=[C:10](/[CH:20]=[CH:21]/[C:22]([N:24]2[CH2:28][CH:27]([C:29]3[CH:30]=[CH:31][CH:32]=[CH:33][CH:34]=3)[CH:26]([C:35]#[N:36])[CH2:25]2)=[O:23])[CH:11]=[CH:12][C:13]=1[N:14]1[CH:18]=[C:17]([CH3:19])[N:16]=[CH:15]1. (5) Given the reactants C(OC([N:8]1[CH:13]2[CH2:14][CH2:15][CH:9]1[CH2:10][C:11]([OH:22])([C:16]1[N:17]([CH3:21])[CH:18]=[CH:19][N:20]=1)[CH2:12]2)=O)(C)(C)C.[ClH:23], predict the reaction product. The product is: [ClH:23].[CH3:21][N:17]1[CH:18]=[CH:19][N:20]=[C:16]1[C:11]1([OH:22])[CH2:10][CH:9]2[NH:8][CH:13]([CH2:14][CH2:15]2)[CH2:12]1. (6) Given the reactants CN[C@@H]1CCCC[C@H]1NC.Br[C:12]1[C:21]([CH3:22])=[C:20]([Br:23])[C:19]2[C:14](=[CH:15][C:16]([F:25])=[CH:17][C:18]=2[F:24])[N:13]=1.[CH3:26][C:27]1([CH3:34])[CH2:32][NH:31][C:30](=[O:33])[CH2:29][CH2:28]1.C(=O)([O-])[O-].[K+].[K+], predict the reaction product. The product is: [Br:23][C:20]1[C:19]2[C:14](=[CH:15][C:16]([F:25])=[CH:17][C:18]=2[F:24])[N:13]=[C:12]([N:31]2[CH2:32][C:27]([CH3:34])([CH3:26])[CH2:28][CH2:29][C:30]2=[O:33])[C:21]=1[CH3:22].